This data is from Full USPTO retrosynthesis dataset with 1.9M reactions from patents (1976-2016). The task is: Predict the reactants needed to synthesize the given product. (1) Given the product [C:1]([CH2:5][C:6]1[CH:7]=[CH:8][C:9]([O:10][C:11]2[CH:12]=[C:13]([N:17]([CH2:23][C:24]3[CH:25]=[N:26][CH:27]=[CH:28][CH:29]=3)[S:18]([CH2:21][CH3:22])(=[O:20])=[O:19])[CH:14]=[CH:15][CH:16]=2)=[CH:30][CH:31]=1)([OH:3])=[O:2], predict the reactants needed to synthesize it. The reactants are: [C:1]([CH2:5][C:6]1[CH:31]=[CH:30][C:9]([O:10][C:11]2[CH:12]=[C:13]([N:17]([CH2:23][C:24]3[CH:25]=[N:26][CH:27]=[CH:28][CH:29]=3)[S:18]([CH2:21][CH3:22])(=[O:20])=[O:19])[CH:14]=[CH:15][CH:16]=2)=[CH:8][CH:7]=1)([O:3]C)=[O:2].[OH-].[Na+]. (2) Given the product [CH3:20][S:21]([O:1][CH2:2][C@H:3]([NH:5][C:6]([O:7][C:8]([CH3:11])([CH3:10])[CH3:9])=[O:12])[CH3:4])(=[O:23])=[O:22], predict the reactants needed to synthesize it. The reactants are: [OH:1][CH2:2][C@H:3]([NH:5][C:6](=[O:12])[O:7][C:8]([CH3:11])([CH3:10])[CH3:9])[CH3:4].C(N(CC)CC)C.[CH3:20][S:21](Cl)(=[O:23])=[O:22]. (3) Given the product [CH2:19]([N:1]1[CH2:4][CH:3]([C:5]([O:7][CH3:8])=[O:6])[CH2:2]1)[C:20]1[CH:25]=[CH:24][CH:23]=[CH:22][CH:21]=1, predict the reactants needed to synthesize it. The reactants are: [NH:1]1[CH2:4][CH:3]([C:5]([O:7][CH3:8])=[O:6])[CH2:2]1.CCN(C(C)C)C(C)C.Br[CH2:19][C:20]1[CH:25]=[CH:24][CH:23]=[CH:22][CH:21]=1.O. (4) The reactants are: I[C:2]1[CH:7]=[CH:6][CH:5]=[CH:4][C:3]=1O.[C:9]1([C:15]#[CH:16])[CH:14]=[CH:13][CH:12]=[CH:11][CH:10]=1. Given the product [C:2]1([C:16]#[C:15][C:9]2[CH:14]=[CH:13][CH:12]=[CH:11][CH:10]=2)[CH:7]=[CH:6][CH:5]=[CH:4][CH:3]=1, predict the reactants needed to synthesize it. (5) Given the product [CH2:1]([O:3][C:4]([C:6]1([C:9]2[CH:14]=[CH:13][C:12]([C:15]3[CH:20]=[CH:19][C:18]([C:21]4[O:25][N:24]=[C:23]([CH3:26])[C:22]=4[CH2:27][S:33][Si:32]([CH:34]([CH3:36])[CH3:35])([CH:37]([CH3:39])[CH3:38])[CH:29]([CH3:30])[CH3:31])=[CH:17][CH:16]=3)=[CH:11][CH:10]=2)[CH2:8][CH2:7]1)=[O:5])[CH3:2], predict the reactants needed to synthesize it. The reactants are: [CH2:1]([O:3][C:4]([C:6]1([C:9]2[CH:14]=[CH:13][C:12]([C:15]3[CH:20]=[CH:19][C:18]([C:21]4[O:25][N:24]=[C:23]([CH3:26])[C:22]=4[CH2:27]Br)=[CH:17][CH:16]=3)=[CH:11][CH:10]=2)[CH2:8][CH2:7]1)=[O:5])[CH3:2].[CH:29]([Si:32]([CH:37]([CH3:39])[CH3:38])([CH:34]([CH3:36])[CH3:35])[SH:33])([CH3:31])[CH3:30]. (6) Given the product [CH:1]1([O:7][C:8]2[CH:13]=[C:12]([O:14][CH2:15][CH2:16][O:17][CH3:18])[CH:11]=[CH:10][C:9]=2/[CH:19]=[CH:20]/[C:21]([OH:23])=[O:22])[CH2:2][CH2:3][CH2:4][CH2:5][CH2:6]1, predict the reactants needed to synthesize it. The reactants are: [CH:1]1([O:7][C:8]2[CH:13]=[C:12]([O:14][CH2:15][CH2:16][O:17][CH3:18])[CH:11]=[CH:10][C:9]=2/[CH:19]=[CH:20]/[C:21]([O:23]CC)=[O:22])[CH2:6][CH2:5][CH2:4][CH2:3][CH2:2]1.[OH-].[Na+]. (7) Given the product [CH2:11]([NH:10][C:8]([C:7]1[CH:6]=[CH:5][C:4]([N:1]2[C:16]([CH2:23][CH2:24][CH3:25])=[C:17]([C:18]([OH:20])=[O:19])[N:3]=[N:2]2)=[CH:14][CH:13]=1)=[O:9])[CH3:12], predict the reactants needed to synthesize it. The reactants are: [N:1]([C:4]1[CH:14]=[CH:13][C:7]([C:8]([NH:10][CH2:11][CH3:12])=[O:9])=[CH:6][CH:5]=1)=[N+:2]=[N-:3].O=[C:16]([CH2:23][CH2:24][CH3:25])[CH2:17][C:18]([O:20]CC)=[O:19].[O-]CC.[Na+]. (8) Given the product [Br:1][C:2]1[C:10]2[C:5](=[N:6][CH:7]=[CH:8][CH:9]=2)[N:4]([C:12]([C:25]2[CH:30]=[CH:29][CH:28]=[CH:27][CH:26]=2)([C:19]2[CH:20]=[CH:21][CH:22]=[CH:23][CH:24]=2)[C:13]2[CH:18]=[CH:17][CH:16]=[CH:15][CH:14]=2)[N:3]=1, predict the reactants needed to synthesize it. The reactants are: [Br:1][C:2]1[C:10]2[C:5](=[N:6][CH:7]=[C:8](F)[CH:9]=2)[N:4]([C:12]([C:25]2[CH:30]=[CH:29][CH:28]=[CH:27][CH:26]=2)([C:19]2[CH:24]=[CH:23][CH:22]=[CH:21][CH:20]=2)[C:13]2[CH:18]=[CH:17][CH:16]=[CH:15][CH:14]=2)[N:3]=1.CC([O-])=O.[K+].CC1(C)C(C)(C)OB(B2OC(C)(C)C(C)(C)O2)O1. (9) Given the product [N:42]1[S:46][N:45]=[C:44]2[C:47]([S:51]([NH:54][C:55]3[CH:73]=[CH:72][CH:71]=[CH:70][C:56]=3[C:57]([NH:59][C@@H:60]([C:62]3[CH:67]=[CH:66][C:65]([F:68])=[CH:64][C:63]=3[F:69])[CH3:61])=[O:58])(=[O:53])=[O:52])=[CH:48][CH:49]=[CH:50][C:43]=12, predict the reactants needed to synthesize it. The reactants are: FC1C=C(F)C=CC=1CCC1(C=CC=CC1)C(N)=O.N1SN=C2C(S(NC3C=CC=CC=3C(O)=O)(=O)=O)=CC=CC=12.[N:42]1[S:46][N:45]=[C:44]2[C:47]([S:51]([NH:54][C:55]3[CH:73]=[C:72](C(F)(F)F)[CH:71]=[CH:70][C:56]=3[C:57]([NH:59][C@@H:60]([C:62]3[CH:67]=[CH:66][C:65]([F:68])=[CH:64][C:63]=3[F:69])[CH3:61])=[O:58])(=[O:53])=[O:52])=[CH:48][CH:49]=[CH:50][C:43]=12. (10) Given the product [O:12]=[C:1]1[C:10]2[C:5](=[CH:6][CH:7]=[CH:8][CH:9]=2)[CH2:4][C:3](=[O:11])[N:13]1[C:14]1[CH:15]=[C:16]([CH:23]=[CH:24][C:25]=1[CH3:26])[C:17]([NH:19][CH:20]1[CH2:21][CH2:22]1)=[O:18], predict the reactants needed to synthesize it. The reactants are: [C:1]1(=[O:12])[C:10]2[C:5](=[CH:6][CH:7]=[CH:8][CH:9]=2)[CH2:4][C:3](=[O:11])O1.[NH2:13][C:14]1[CH:15]=[C:16]([CH:23]=[CH:24][C:25]=1[CH3:26])[C:17]([NH:19][CH:20]1[CH2:22][CH2:21]1)=[O:18].